Predict which catalyst facilitates the given reaction. From a dataset of Catalyst prediction with 721,799 reactions and 888 catalyst types from USPTO. (1) Reactant: [OH:1][C:2]1[CH:10]=[CH:9][C:5]([CH2:6][CH2:7][OH:8])=[CH:4][CH:3]=1.C([O-])([O-])=O.[K+].[K+].Cl[C:18]1[S:19][C:20]2[C:21]([N:26]=1)=[N:22][CH:23]=[CH:24][CH:25]=2.C([O-])([O-])=O.[Na+].[Na+]. Product: [S:19]1[C:20]2[C:21](=[N:22][CH:23]=[CH:24][CH:25]=2)[N:26]=[C:18]1[O:1][C:2]1[CH:10]=[CH:9][C:5]([CH2:6][CH2:7][OH:8])=[CH:4][CH:3]=1. The catalyst class is: 23. (2) Reactant: [CH3:1][C@H:2]1[NH:7][CH2:6][CH2:5][NH:4][CH2:3]1.C(O)(=O)C.[C:12]([O:16][C:17](O[C:17]([O:16][C:12]([CH3:15])([CH3:14])[CH3:13])=[O:18])=[O:18])([CH3:15])([CH3:14])[CH3:13]. The catalyst class is: 5. Product: [CH3:1][C@H:2]1[NH:7][CH2:6][CH2:5][N:4]([C:17]([O:16][C:12]([CH3:15])([CH3:14])[CH3:13])=[O:18])[CH2:3]1. (3) Reactant: [CH2:1]([O:4][C:5]1[CH:10]=[CH:9][C:8]([NH2:11])=[CH:7][CH:6]=1)[C:2]#[CH:3].C(N(CC)CC)C.[C:19](Cl)(Cl)=[S:20]. Product: [N:11]([C:8]1[CH:9]=[CH:10][C:5]([O:4][CH2:1][C:2]#[CH:3])=[CH:6][CH:7]=1)=[C:19]=[S:20]. The catalyst class is: 2. (4) Product: [ClH:55].[F:1][C:2]1[CH:3]=[C:4]([CH:51]=[C:52]([F:54])[CH:53]=1)[CH2:5][C@H:6]([NH:24][C:25]([C:27]1[C:28]2[CH2:29][CH2:30][N:31]([CH:44]([CH2:48][CH2:49][CH3:50])[CH2:45][CH2:46][CH3:47])[C:32](=[O:43])[C:33]=2[CH:34]=[C:35]([N:37]([CH3:42])[S:38]([CH3:41])(=[O:39])=[O:40])[CH:36]=1)=[O:26])[C@H:7]([OH:23])[CH2:8][NH:9][C:10]1([C:13]2[CH:18]=[CH:17][CH:16]=[C:15]([C:19]([F:22])([F:20])[F:21])[CH:14]=2)[CH2:12][CH2:11]1. Reactant: [F:1][C:2]1[CH:3]=[C:4]([CH:51]=[C:52]([F:54])[CH:53]=1)[CH2:5][C@H:6]([NH:24][C:25]([C:27]1[C:28]2[CH2:29][CH2:30][N:31]([CH:44]([CH2:48][CH2:49][CH3:50])[CH2:45][CH2:46][CH3:47])[C:32](=[O:43])[C:33]=2[CH:34]=[C:35]([N:37]([CH3:42])[S:38]([CH3:41])(=[O:40])=[O:39])[CH:36]=1)=[O:26])[C@H:7]([OH:23])[CH2:8][NH:9][C:10]1([C:13]2[CH:18]=[CH:17][CH:16]=[C:15]([C:19]([F:22])([F:21])[F:20])[CH:14]=2)[CH2:12][CH2:11]1.[ClH:55]. The catalyst class is: 27. (5) Reactant: [NH2:1][C@@H:2]1[CH2:7][CH2:6][C@H:5]([NH:8][C:9](=[O:18])[C:10]2[CH:15]=[CH:14][C:13]([F:16])=[C:12]([F:17])[CH:11]=2)[CH2:4][CH2:3]1.[Cl:19][C:20]1[N:25]=[C:24]([NH:26][CH2:27][CH3:28])[CH:23]=[CH:22][N:21]=1.C([O-])(O)=O.[Na+]. Product: [ClH:19].[CH2:27]([NH:26][C:24]1[CH:23]=[CH:22][N:21]=[C:20]([NH:1][C@@H:2]2[CH2:3][CH2:4][C@H:5]([NH:8][C:9](=[O:18])[C:10]3[CH:15]=[CH:14][C:13]([F:16])=[C:12]([F:17])[CH:11]=3)[CH2:6][CH2:7]2)[N:25]=1)[CH3:28]. The catalyst class is: 51. (6) Reactant: Cl[C:2]1[CH:7]=[C:6]([C:8]2[CH:13]=[CH:12][CH:11]=[CH:10][CH:9]=2)[N:5]=[C:4]([NH:14][C:15](=[O:32])[CH2:16][CH2:17][C:18]([C:20]2[CH:25]=[CH:24][C:23]([O:26][CH2:27][CH3:28])=[C:22](OCC)[CH:21]=2)=[O:19])[CH:3]=1.[C:33]1([C:52]2[CH:57]=[CH:56][CH:55]=[CH:54][CH:53]=2)C=CC=C[C:34]=1P(C1CCCCC1)C1CCCCC1.C(=O)([O-])[O-].[K+].[K+].C(/B(O)O)=C\CCCCCC. Product: [O:26]1[C:23]2[CH:22]=[CH:21][C:20]([C:18](=[O:19])[CH2:17][CH2:16][C:15]([NH:14][C:4]3[CH:3]=[C:2](/[CH:34]=[CH:33]/[CH2:52][CH2:53][CH2:54][CH2:55][CH2:56][CH3:57])[CH:7]=[C:6]([C:8]4[CH:13]=[CH:12][CH:11]=[CH:10][CH:9]=4)[N:5]=3)=[O:32])=[CH:25][C:24]=2[CH2:28][CH2:27]1. The catalyst class is: 110. (7) Reactant: [Cl:1][C:2]1[CH:3]=[C:4]([CH:9]([NH:12][C:13]([C:15]2[NH:16][CH:17]=[C:18]([C:20]3[C:24]([C:25]4[CH:30]=[CH:29][C:28]([CH2:31][NH2:32])=[C:27]([Cl:33])[CH:26]=4)=[CH:23][NH:22][N:21]=3)[CH:19]=2)=[O:14])[CH2:10][OH:11])[CH:5]=[CH:6][C:7]=1[F:8].CCN(C(C)C)C(C)C.[CH3:43][S:44](O[S:44]([CH3:43])(=[O:46])=[O:45])(=[O:46])=[O:45]. Product: [Cl:1][C:2]1[CH:3]=[C:4]([CH:9]([NH:12][C:13]([C:15]2[NH:16][CH:17]=[C:18]([C:20]3[C:24]([C:25]4[CH:30]=[CH:29][C:28]([CH2:31][NH:32][S:44]([CH3:43])(=[O:46])=[O:45])=[C:27]([Cl:33])[CH:26]=4)=[CH:23][NH:22][N:21]=3)[CH:19]=2)=[O:14])[CH2:10][OH:11])[CH:5]=[CH:6][C:7]=1[F:8]. The catalyst class is: 3.